From a dataset of Peptide-MHC class II binding affinity with 134,281 pairs from IEDB. Regression. Given a peptide amino acid sequence and an MHC pseudo amino acid sequence, predict their binding affinity value. This is MHC class II binding data. (1) The peptide sequence is ATTEEQKLIEDVNAS. The MHC is DRB1_0901 with pseudo-sequence DRB1_0901. The binding affinity (normalized) is 0.288. (2) The MHC is DRB1_1501 with pseudo-sequence DRB1_1501. The peptide sequence is ETDTYPDKLPFKN. The binding affinity (normalized) is 0. (3) The peptide sequence is PELVPEDPEDSALLEDPAGT. The MHC is DRB3_0101 with pseudo-sequence DRB3_0101. The binding affinity (normalized) is 0.304.